This data is from Forward reaction prediction with 1.9M reactions from USPTO patents (1976-2016). The task is: Predict the product of the given reaction. (1) Given the reactants COC1C=CC=CC=1OC.C(N(C[CH2:17][O:18][C:19]1[CH:24]=[C:23]([Br:25])[C:22]([O:26][CH2:27]CN(CC)CC)=[CH:21][C:20]=1[Br:34])CC)C.BrC1C=C(O)C(Br)=CC=1O.Cl.C(N(CC)CCCl)C.C(=O)([O-])[O-].[K+].[K+], predict the reaction product. The product is: [Br:25][C:23]1[CH:24]=[C:19]([O:18][CH3:17])[C:20]([Br:34])=[CH:21][C:22]=1[O:26][CH3:27]. (2) Given the reactants [C:1]1(=[O:11])[CH:10]2[N:5]([CH2:6][CH2:7][CH2:8][CH2:9]2)[CH2:4][CH2:3][CH2:2]1.[BH4-].[Na+].C(Cl)Cl.CO, predict the reaction product. The product is: [CH:1]1([OH:11])[CH:10]2[N:5]([CH2:6][CH2:7][CH2:8][CH2:9]2)[CH2:4][CH2:3][CH2:2]1.